Dataset: Full USPTO retrosynthesis dataset with 1.9M reactions from patents (1976-2016). Task: Predict the reactants needed to synthesize the given product. Given the product [Cl:29][C:25]1[CH:24]=[C:23]([CH2:22][N:16]2[C:17]([CH3:21])([CH3:20])[C:18](=[O:19])[N:14]([C:11]3[CH:12]=[C:13]4[C:8]([C:7]([CH3:32])([CH3:31])[CH2:6][N:5]4[C:3](=[O:4])[CH2:2][NH:5][CH:13]([CH3:8])[CH3:12])=[CH:9][CH:10]=3)[C:15]2=[O:30])[CH:28]=[CH:27][N:26]=1, predict the reactants needed to synthesize it. The reactants are: Cl[CH2:2][C:3]([N:5]1[C:13]2[C:8](=[CH:9][CH:10]=[C:11]([N:14]3[C:18](=[O:19])[C:17]([CH3:21])([CH3:20])[N:16]([CH2:22][C:23]4[CH:28]=[CH:27][N:26]=[C:25]([Cl:29])[CH:24]=4)[C:15]3=[O:30])[CH:12]=2)[C:7]([CH3:32])([CH3:31])[CH2:6]1)=[O:4].